Dataset: Full USPTO retrosynthesis dataset with 1.9M reactions from patents (1976-2016). Task: Predict the reactants needed to synthesize the given product. (1) Given the product [NH2:1][C:2]1[N:3]=[CH:4][C:5]([C:8]2[N:9]=[C:10]([N:27]3[CH2:28][CH2:29][O:30][CH2:31][CH2:32]3)[C:11]3[S:16][C:15]([C:17]4[CH:25]=[CH:24][C:20]([C:21]([NH:36][CH2:35][CH2:33][OH:34])=[O:23])=[CH:19][C:18]=4[CH3:26])=[CH:14][C:12]=3[N:13]=2)=[CH:6][N:7]=1, predict the reactants needed to synthesize it. The reactants are: [NH2:1][C:2]1[N:7]=[CH:6][C:5]([C:8]2[N:9]=[C:10]([N:27]3[CH2:32][CH2:31][O:30][CH2:29][CH2:28]3)[C:11]3[S:16][C:15]([C:17]4[CH:25]=[CH:24][C:20]([C:21]([OH:23])=O)=[CH:19][C:18]=4[CH3:26])=[CH:14][C:12]=3[N:13]=2)=[CH:4][N:3]=1.[CH2:33]([CH2:35][NH2:36])[OH:34]. (2) Given the product [CH2:1]([N:3]([CH3:27])[C:4]([C:6]1[CH:10]=[C:9]([C:11]2[CH:16]=[CH:15][C:14]([CH2:17][NH:18][S:29]([CH3:28])(=[O:31])=[O:30])=[CH:13][N:12]=2)[N:8]([C:19]2[N:20]=[N:21][C:22]([O:25][CH3:26])=[CH:23][CH:24]=2)[N:7]=1)=[O:5])[CH3:2], predict the reactants needed to synthesize it. The reactants are: [CH2:1]([N:3]([CH3:27])[C:4]([C:6]1[CH:10]=[C:9]([C:11]2[CH:16]=[CH:15][C:14]([CH2:17][NH2:18])=[CH:13][N:12]=2)[N:8]([C:19]2[N:20]=[N:21][C:22]([O:25][CH3:26])=[CH:23][CH:24]=2)[N:7]=1)=[O:5])[CH3:2].[CH3:28][S:29](Cl)(=[O:31])=[O:30]. (3) Given the product [F:1][C:2]([F:10])([F:9])[C:3]1[N:4]=[C:5]([NH:8][C:26]([CH:15]2[C:14]3[CH:13]=[C:12]([Cl:11])[CH:25]=[CH:24][C:23]=3[O:22][C:21]3[C:16]2=[CH:17][CH:18]=[CH:19][CH:20]=3)=[O:27])[O:6][CH:7]=1, predict the reactants needed to synthesize it. The reactants are: [F:1][C:2]([F:10])([F:9])[C:3]1[N:4]=[C:5]([NH2:8])[O:6][CH:7]=1.[Cl:11][C:12]1[CH:25]=[CH:24][C:23]2[O:22][C:21]3[C:16](=[CH:17][CH:18]=[CH:19][CH:20]=3)[CH:15]([C:26](O)=[O:27])[C:14]=2[CH:13]=1. (4) The reactants are: C([Li])CCC.I[C:7]1[CH:12]=[C:11]([O:13][CH3:14])[C:10]([O:15][CH:16]([CH3:18])[CH3:17])=[C:9]([O:19][CH3:20])[CH:8]=1.[B:21](OC(C)C)([O:26]C(C)C)[O:22]C(C)C.O.Cl. Given the product [CH:16]([O:15][C:10]1[C:11]([O:13][CH3:14])=[CH:12][C:7]([B:21]([OH:26])[OH:22])=[CH:8][C:9]=1[O:19][CH3:20])([CH3:18])[CH3:17], predict the reactants needed to synthesize it.